This data is from Full USPTO retrosynthesis dataset with 1.9M reactions from patents (1976-2016). The task is: Predict the reactants needed to synthesize the given product. The reactants are: [N:1]#[C:2][Br:3].[NH2:4][C:5]1[C:6]([Cl:21])=[N:7][C:8]2[C:13]([C:14]=1[NH:15][CH2:16][C:17]([CH3:20])([OH:19])[CH3:18])=[CH:12][CH:11]=[CH:10][CH:9]=2. Given the product [BrH:3].[Cl:21][C:6]1[C:5]2[N:4]=[C:2]([NH2:1])[N:15]([CH2:16][C:17]([CH3:20])([OH:19])[CH3:18])[C:14]=2[C:13]2[CH:12]=[CH:11][CH:10]=[CH:9][C:8]=2[N:7]=1, predict the reactants needed to synthesize it.